From a dataset of Full USPTO retrosynthesis dataset with 1.9M reactions from patents (1976-2016). Predict the reactants needed to synthesize the given product. (1) Given the product [OH:10][CH:7]1[CH2:8][CH2:9][N:4]([CH2:1][C:2]#[C:3][C:19]2[CH:20]=[CH:21][C:22](/[C:25](/[C:42]3[CH:47]=[CH:46][CH:45]=[C:44]([C:48]([F:49])([F:50])[F:51])[CH:43]=3)=[CH:26]\[CH2:27][O:28][C:29]3[CH:40]=[CH:39][C:32]([O:33][CH2:34][C:35]([O:37][CH3:38])=[O:36])=[C:31]([CH3:41])[CH:30]=3)=[CH:23][CH:24]=2)[CH2:5][CH2:6]1, predict the reactants needed to synthesize it. The reactants are: [CH2:1]([N:4]1[CH2:9][CH2:8][CH:7]([OH:10])[CH2:6][CH2:5]1)[C:2]#[CH:3].C(NC(C)C)(C)C.I[C:19]1[CH:24]=[CH:23][C:22](/[C:25](/[C:42]2[CH:47]=[CH:46][CH:45]=[C:44]([C:48]([F:51])([F:50])[F:49])[CH:43]=2)=[CH:26]\[CH2:27][O:28][C:29]2[CH:40]=[CH:39][C:32]([O:33][CH2:34][C:35]([O:37][CH3:38])=[O:36])=[C:31]([CH3:41])[CH:30]=2)=[CH:21][CH:20]=1. (2) Given the product [CH2:12]=[CH:11][C:10]1[CH:5]=[CH:6][CH:7]=[CH:8][CH:9]=1.[CH:11]([C:10]1[CH:9]=[CH:8][CH:7]=[CH:6][C:5]=1[CH:4]=[CH2:3])=[CH2:12].[CH3:1][CH2:2][CH2:3][CH2:4][CH2:5][CH2:6][CH2:7][CH2:8][CH2:9][CH2:10][CH2:11][CH2:12][O:13][S:14]([O-:17])(=[O:16])=[O:15].[Na+:18], predict the reactants needed to synthesize it. The reactants are: [CH3:1][CH2:2][CH2:3][CH2:4][CH2:5][CH2:6][CH2:7][CH2:8][CH2:9][CH2:10][CH2:11][CH2:12][O:13][S:14]([O-:17])(=[O:16])=[O:15].[Na+:18]. (3) Given the product [Cl:1][C:2]1[CH:3]=[CH:4][C:5]([C:8]2([CH2:15][C:16]#[N:17])[CH2:13][CH2:12][CH2:11][C:10](=[CH:23][N:24]([CH3:26])[CH3:25])[C:9]2=[O:14])=[CH:6][CH:7]=1, predict the reactants needed to synthesize it. The reactants are: [Cl:1][C:2]1[CH:7]=[CH:6][C:5]([C:8]2([CH2:15][C:16]#[N:17])[CH2:13][CH2:12][CH2:11][CH2:10][C:9]2=[O:14])=[CH:4][CH:3]=1.C(O[CH:23](N(C)C)[N:24]([CH3:26])[CH3:25])(C)(C)C.